This data is from Full USPTO retrosynthesis dataset with 1.9M reactions from patents (1976-2016). The task is: Predict the reactants needed to synthesize the given product. (1) Given the product [Cl:1][C:2]1[CH:3]=[C:4]2[C:10]([C:11]3[N:16]=[C:15]([NH:17][C@H:18]([C:20]([OH:22])=[O:21])[CH3:19])[CH:14]=[N:13][CH:12]=3)=[CH:9][N:8]([S:27]([C:30]3[CH:35]=[CH:34][CH:33]=[CH:32][CH:31]=3)(=[O:29])=[O:28])[C:5]2=[N:6][CH:7]=1, predict the reactants needed to synthesize it. The reactants are: [Cl:1][C:2]1[CH:3]=[C:4]2[C:10]([C:11]3[N:16]=[C:15]([NH:17][C@H:18]([C:20]([O:22]C(C)(C)C)=[O:21])[CH3:19])[CH:14]=[N:13][CH:12]=3)=[CH:9][N:8]([S:27]([C:30]3[CH:35]=[CH:34][CH:33]=[CH:32][CH:31]=3)(=[O:29])=[O:28])[C:5]2=[N:6][CH:7]=1.C(O)(C(F)(F)F)=O. (2) Given the product [C:1]([C:6]1[CH:16]=[C:15]([C:17]([CH2:20][CH3:21])([CH3:19])[CH3:18])[CH:14]=[CH:13][C:7]=1[O:8][CH2:9][C:10]([Cl:24])=[O:11])([CH2:4][CH3:5])([CH3:3])[CH3:2], predict the reactants needed to synthesize it. The reactants are: [C:1]([C:6]1[CH:16]=[C:15]([C:17]([CH2:20][CH3:21])([CH3:19])[CH3:18])[CH:14]=[CH:13][C:7]=1[O:8][CH2:9][C:10](O)=[O:11])([CH2:4][CH3:5])([CH3:3])[CH3:2].S(Cl)([Cl:24])=O. (3) Given the product [CH3:23][N:24]1[CH:28]=[C:27]([C:2]2[CH:3]=[N:4][C:5]3[C:10]([CH:11]=2)=[CH:9][C:8]([CH2:12][C:13]2[N:17]4[N:18]=[C:19]([CH3:22])[CH:20]=[CH:21][C:16]4=[N:15][N:14]=2)=[CH:7][CH:6]=3)[CH:26]=[N:25]1, predict the reactants needed to synthesize it. The reactants are: Br[C:2]1[CH:3]=[N:4][C:5]2[C:10]([CH:11]=1)=[CH:9][C:8]([CH2:12][C:13]1[N:17]3[N:18]=[C:19]([CH3:22])[CH:20]=[CH:21][C:16]3=[N:15][N:14]=1)=[CH:7][CH:6]=2.[CH3:23][N:24]1[CH:28]=[C:27](B2OC(C)(C)C(C)(C)O2)[CH:26]=[N:25]1.C(=O)([O-])[O-].[K+].[K+]. (4) Given the product [F:1][C:2]1[CH:20]=[CH:19][C:5]([C:6]([NH:8][CH:9]2[CH2:17][C:16]3[C:11](=[CH:12][CH:13]=[C:14]([O:18][S:27]([C:21]4[CH:26]=[CH:25][CH:24]=[CH:23][CH:22]=4)(=[O:29])=[O:28])[CH:15]=3)[CH2:10]2)=[O:7])=[CH:4][CH:3]=1, predict the reactants needed to synthesize it. The reactants are: [F:1][C:2]1[CH:20]=[CH:19][C:5]([C:6]([NH:8][CH:9]2[CH2:17][C:16]3[C:11](=[CH:12][CH:13]=[C:14]([OH:18])[CH:15]=3)[CH2:10]2)=[O:7])=[CH:4][CH:3]=1.[C:21]1([S:27](Cl)(=[O:29])=[O:28])[CH:26]=[CH:25][CH:24]=[CH:23][CH:22]=1. (5) Given the product [Cl:44][C:45]1[CH:76]=[CH:75][C:48]([CH2:49][N:50]2[CH:55]=[C:54]([C:56]3[O:57][N:80]=[C:77]([CH3:78])[N:79]=3)[C:53](=[O:59])[N:52]=[C:51]2[NH:60][C:61]2[CH:66]=[CH:65][C:64]([O:67][C:68]3[CH:73]=[CH:72][CH:71]=[C:70]([F:74])[N:69]=3)=[CH:63][CH:62]=2)=[CH:47][CH:46]=1, predict the reactants needed to synthesize it. The reactants are: CN(C(ON1N=NC2C=CC=CC1=2)=[N+](C)C)C.F[P-](F)(F)(F)(F)F.C1C=CC2N(O)N=NC=2C=1.C(N(C(C)C)CC)(C)C.[Cl:44][C:45]1[CH:76]=[CH:75][C:48]([CH2:49][N:50]2[CH:55]=[C:54]([C:56](O)=[O:57])[C:53](=[O:59])[N:52]=[C:51]2[NH:60][C:61]2[CH:66]=[CH:65][C:64]([O:67][C:68]3[CH:73]=[CH:72][CH:71]=[C:70]([F:74])[N:69]=3)=[CH:63][CH:62]=2)=[CH:47][CH:46]=1.[C:77](=[N:80]O)([NH2:79])[CH3:78].